This data is from Forward reaction prediction with 1.9M reactions from USPTO patents (1976-2016). The task is: Predict the product of the given reaction. (1) Given the reactants O/[CH:2]=[C:3]1\[C:4](=[O:13])[NH:5][C:6]2[C:11]\1=[CH:10][CH:9]=[C:8]([F:12])[CH:7]=2.O/C=C1\C(=O)NC2C\1=CC=CC=2.[CH3:26][C:27]1[O:31][N:30]=[C:29]([NH2:32])[CH:28]=1.NC1C=CNN=1, predict the reaction product. The product is: [F:12][C:8]1[CH:7]=[C:6]2[C:11]([C:3](=[CH:2][NH:32][C:29]3[CH:28]=[C:27]([CH3:26])[O:31][N:30]=3)[C:4](=[O:13])[NH:5]2)=[CH:10][CH:9]=1. (2) Given the reactants [CH3:1][C:2]1[CH:7]=[CH:6][C:5]([C:8](=[O:10])[CH3:9])=[CH:4][CH:3]=1.C1C(=O)N([Br:18])C(=O)C1.CC(N=NC(C#N)(C)C)(C#N)C, predict the reaction product. The product is: [Br:18][CH2:1][C:2]1[CH:7]=[CH:6][C:5]([C:8](=[O:10])[CH3:9])=[CH:4][CH:3]=1. (3) Given the reactants I[C:2]1[CH:3]=[N:4][CH:5]=[CH:6][C:7]=1[O:8][CH2:9][C:10]1[N:14]2[N:15]=[C:16]([C:19]3[CH:24]=[CH:23][CH:22]=[CH:21][CH:20]=3)[CH:17]=[CH:18][C:13]2=[N:12][N:11]=1.[CH3:25][N:26]([CH3:30])[CH2:27][C:28]#[CH:29].C(N(CC)CC)C, predict the reaction product. The product is: [CH3:25][N:26]([CH3:30])[CH2:27][C:28]#[C:29][C:2]1[CH:3]=[N:4][CH:5]=[CH:6][C:7]=1[O:8][CH2:9][C:10]1[N:14]2[N:15]=[C:16]([C:19]3[CH:24]=[CH:23][CH:22]=[CH:21][CH:20]=3)[CH:17]=[CH:18][C:13]2=[N:12][N:11]=1. (4) Given the reactants S(=O)(=O)(O)O.[CH3:6][C:7]1(O)[CH:12]2[CH2:13][CH2:14][N:9]([CH2:10][CH2:11]2)[CH2:8]1.[OH-:16].[Na+].[C:18](#[N:20])[CH3:19], predict the reaction product. The product is: [CH3:6][C:7]1([NH:20][C:18](=[O:16])[CH3:19])[CH:12]2[CH2:13][CH2:14][N:9]([CH2:10][CH2:11]2)[CH2:8]1. (5) The product is: [CH:25]1([S:22]([N:19]2[CH2:20][CH2:21][CH:16]([C:13]3[C:12]4[C:7](=[CH:8][CH:9]=[C:10]([F:30])[CH:11]=4)[CH:6]=[C:5]([CH2:4][C:3]([OH:31])=[O:2])[C:14]=3[CH3:15])[CH2:17][CH2:18]2)(=[O:23])=[O:24])[CH2:26][CH2:27][CH2:28][CH2:29]1. Given the reactants C[O:2][C:3](=[O:31])[CH2:4][C:5]1[C:14]([CH3:15])=[C:13]([CH:16]2[CH2:21][CH2:20][N:19]([S:22]([CH:25]3[CH2:29][CH2:28][CH2:27][CH2:26]3)(=[O:24])=[O:23])[CH2:18][CH2:17]2)[C:12]2[C:7](=[CH:8][CH:9]=[C:10]([F:30])[CH:11]=2)[CH:6]=1.O.[OH-].[Li+], predict the reaction product.